This data is from Forward reaction prediction with 1.9M reactions from USPTO patents (1976-2016). The task is: Predict the product of the given reaction. (1) The product is: [CH2:11]([O:8][C:5]1[CH:6]=[CH:7][C:2]([Br:1])=[CH:3][C:4]=1[O:9][CH3:10])[C:12]1[CH:17]=[CH:16][CH:15]=[CH:14][CH:13]=1. Given the reactants [Br:1][C:2]1[CH:7]=[CH:6][C:5]([OH:8])=[C:4]([O:9][CH3:10])[CH:3]=1.[CH2:11](Br)[C:12]1[CH:17]=[CH:16][CH:15]=[CH:14][CH:13]=1.C(=O)([O-])[O-].[Cs+].[Cs+], predict the reaction product. (2) Given the reactants [NH2:1][C:2]1[C:11]([CH3:12])=[C:10]([Cl:13])[CH:9]=[CH:8][C:3]=1[C:4]([O:6][CH3:7])=[O:5].C(OC(=O)C)(=O)C.[N:21](OCCC(C)C)=O.C([O-])(=O)C.[K+], predict the reaction product. The product is: [Cl:13][C:10]1[CH:9]=[CH:8][C:3]([C:4]([O:6][CH3:7])=[O:5])=[C:2]2[C:11]=1[CH:12]=[N:21][NH:1]2. (3) Given the reactants ClC(Cl)(O[C:5](=[O:11])OC(Cl)(Cl)Cl)Cl.[F:13][C:14]1[CH:19]=[C:18]([F:20])[CH:17]=[CH:16][C:15]=1[C:21]1[N:29]=[C:28]([NH:30][C:31]2[C:36]([F:37])=[CH:35][CH:34]=[CH:33][C:32]=2[F:38])[CH:27]=[CH:26][C:22]=1[C:23](O)=[O:24].C([N:42](C(C)C)CC)(C)C.[NH3:48], predict the reaction product. The product is: [F:13][C:14]1[CH:19]=[C:18]([F:20])[CH:17]=[CH:16][C:15]=1[C:21]1[N:29]=[C:28]([N:30]([C:31]2[C:36]([F:37])=[CH:35][CH:34]=[CH:33][C:32]=2[F:38])[C:5]([NH2:42])=[O:11])[CH:27]=[CH:26][C:22]=1[C:23]([NH2:48])=[O:24]. (4) Given the reactants [CH2:1]([O:3][C:4]([C:6]1(/[C:10](/[CH3:17])=[CH:11]/[C:12]([O:14]CC)=O)[CH2:9][CH2:8][CH2:7]1)=[O:5])[CH3:2].Br[N:19]1[C:23](=O)[CH2:22][CH2:21][C:20]1=O.N(C(C)(C)C#N)=N[C:28](C)([CH3:31])[C:29]#N.[C:38](=O)([O-])O.[Na+], predict the reaction product. The product is: [CH2:1]([O:3][C:4]([C:6]1([C:10]2[CH2:17][N:19]([C@H:23]([C:22]3[CH:31]=[CH:28][CH:29]=[CH:20][CH:21]=3)[CH3:38])[C:12](=[O:14])[CH:11]=2)[CH2:7][CH2:8][CH2:9]1)=[O:5])[CH3:2]. (5) Given the reactants [NH2:1][CH:2]([CH2:18][C:19]1[CH:24]=[CH:23][C:22]([C:25]([F:28])([F:27])[F:26])=[CH:21][CH:20]=1)[CH:3]([C:5]1[CH:10]=[CH:9][C:8]([O:11][C:12]2[CH:17]=[CH:16][CH:15]=[CH:14][CH:13]=2)=[CH:7][CH:6]=1)[OH:4].[C:29]1([C:40](O)=[O:41])[CH:30]=[CH:31][CH:32]=[C:33]2[CH2:39][CH2:38][CH2:37][CH:36]=[CH:35][C:34]=12.Cl.C(N=C=NCCCN(C)C)C.ON1C2C=CC=CC=2N=N1, predict the reaction product. The product is: [OH:4][CH:3]([C:5]1[CH:6]=[CH:7][C:8]([O:11][C:12]2[CH:17]=[CH:16][CH:15]=[CH:14][CH:13]=2)=[CH:9][CH:10]=1)[CH:2]([NH:1][C:40]([C:29]1[CH:30]=[CH:31][CH:32]=[C:33]2[CH2:39][CH2:38][CH2:37][CH:36]=[CH:35][C:34]=12)=[O:41])[CH2:18][C:19]1[CH:20]=[CH:21][C:22]([C:25]([F:26])([F:27])[F:28])=[CH:23][CH:24]=1.